This data is from Full USPTO retrosynthesis dataset with 1.9M reactions from patents (1976-2016). The task is: Predict the reactants needed to synthesize the given product. Given the product [Cl:1][C:2]1[CH:7]=[CH:6][C:5]([C:8]([C:25]2[O:29][N:28]=[C:27]([C:30]([NH2:35])=[O:32])[N:26]=2)([N:11]2[C:19]3[C:14](=[C:15]([NH:20][S:21]([CH3:24])(=[O:22])=[O:23])[CH:16]=[CH:17][CH:18]=3)[CH:13]=[N:12]2)[CH2:9][CH3:10])=[CH:4][CH:3]=1, predict the reactants needed to synthesize it. The reactants are: [Cl:1][C:2]1[CH:7]=[CH:6][C:5]([C:8]([C:25]2[O:29][N:28]=[C:27]([C:30]([O:32]CC)=O)[N:26]=2)([N:11]2[C:19]3[C:14](=[C:15]([NH:20][S:21]([CH3:24])(=[O:23])=[O:22])[CH:16]=[CH:17][CH:18]=3)[CH:13]=[N:12]2)[CH2:9][CH3:10])=[CH:4][CH:3]=1.[NH3:35].